Dataset: Catalyst prediction with 721,799 reactions and 888 catalyst types from USPTO. Task: Predict which catalyst facilitates the given reaction. (1) Reactant: [Cl:1][C:2]1[C:3]([NH2:8])=[N:4][CH:5]=[CH:6][CH:7]=1.Br[CH2:10][C:11](=O)[CH2:12][CH3:13].C(=O)(O)[O-].[Na+]. Product: [Cl:1][C:2]1[C:3]2[N:4]([CH:10]=[C:11]([CH2:12][CH3:13])[N:8]=2)[CH:5]=[CH:6][CH:7]=1. The catalyst class is: 8. (2) Reactant: C([O:8][C:9]1[CH:36]=[CH:35][C:12]([O:13][CH2:14][C@@H:15]([OH:34])[CH2:16][N:17]2[CH2:22][CH2:21][N:20]([S:23]([C:26]3[CH:31]=[CH:30][C:29]([O:32][CH3:33])=[CH:28][CH:27]=3)(=[O:25])=[O:24])[CH2:19][CH2:18]2)=[CH:11][CH:10]=1)C1C=CC=CC=1.[K+].[Br-].N1CCNCC1. Product: [OH:34][C@@H:15]([CH2:16][N:17]1[CH2:22][CH2:21][N:20]([S:23]([C:26]2[CH:27]=[CH:28][C:29]([O:32][CH3:33])=[CH:30][CH:31]=2)(=[O:24])=[O:25])[CH2:19][CH2:18]1)[CH2:14][O:13][C:12]1[CH:35]=[CH:36][C:9]([OH:8])=[CH:10][CH:11]=1. The catalyst class is: 707. (3) Reactant: [B-](F)(F)(F)F.[CH3:6][N:7](C(ON1C(=O)CCC1=O)=[N+](C)C)[CH3:8].[OH:21][CH:22]([C:24]1[CH:25]=[C:26]([C:42]([OH:44])=O)[CH:27]=[C:28]2[C:33]=1[O:32][C:31]([N:34]1[CH2:39][CH2:38][O:37][C@H:36]([CH3:40])[CH2:35]1)=[CH:30][C:29]2=[O:41])[CH3:23].C(N(C(C)C)C(C)C)C.CNC. Product: [OH:21][CH:22]([C:24]1[CH:25]=[C:26]([C:42]([N:7]([CH3:8])[CH3:6])=[O:44])[CH:27]=[C:28]2[C:33]=1[O:32][C:31]([N:34]1[CH2:39][CH2:38][O:37][C@H:36]([CH3:40])[CH2:35]1)=[CH:30][C:29]2=[O:41])[CH3:23]. The catalyst class is: 2. (4) Reactant: [Cl:1][C:2]1[C:3]([C:9](=[O:11])[CH3:10])=[N:4][CH:5]=[C:6]([OH:8])[CH:7]=1.Br[Mg][CH3:14].C(OCC)C.[Cl-].[Na+]. Product: [Cl:1][C:2]1[CH:7]=[C:6]([OH:8])[CH:5]=[N:4][C:3]=1[C:9]([OH:11])([CH3:14])[CH3:10]. The catalyst class is: 1. (5) Reactant: [CH2:1]([N:3]([C:17]1[C:18]([CH3:28])=[N:19][N:20]([C:22]2[CH:23]=[N:24][CH:25]=[CH:26][CH:27]=2)[CH:21]=1)[C:4](=[O:16])[CH2:5][C:6]([OH:15])([C:11]([F:14])([F:13])[F:12])[C:7]([F:10])([F:9])[F:8])[CH3:2].[H-].[Na+].IC.[CH3:33]COC(C)=O.CCCCCC. Product: [CH2:1]([N:3]([C:17]1[C:18]([CH3:28])=[N:19][N:20]([C:22]2[CH:23]=[N:24][CH:25]=[CH:26][CH:27]=2)[CH:21]=1)[C:4](=[O:16])[CH2:5][C:6]([O:15][CH3:33])([C:7]([F:9])([F:8])[F:10])[C:11]([F:14])([F:12])[F:13])[CH3:2]. The catalyst class is: 18. (6) Reactant: [Cl:1][C:2]1[CH:7]=[CH:6][CH:5]=[CH:4][C:3]=1[CH:8]([O:10][C:11](=[O:29])[NH:12][C:13]1[C:14]([CH3:28])=[N:15][O:16][C:17]=1[C:18]1[CH:23]=[CH:22][C:21]([C:24]#[C:25][CH2:26]O)=[CH:20][CH:19]=1)[CH3:9].[F:30][C:31]([F:43])([F:42])[C:32]1[NH:36][N:35]=[CH:34][C:33]=1[C:37]([O:39][CH2:40][CH3:41])=[O:38].C1(P(C2C=CC=CC=2)C2C=CC=CC=2)C=CC=CC=1.N(C(OC(C)C)=O)=NC(OC(C)C)=O. Product: [CH2:40]([O:39][C:37]([C:33]1[CH:34]=[N:35][N:36]([CH2:26][C:25]#[C:24][C:21]2[CH:22]=[CH:23][C:18]([C:17]3[O:16][N:15]=[C:14]([CH3:28])[C:13]=3[NH:12][C:11]([O:10][CH:8]([C:3]3[CH:4]=[CH:5][CH:6]=[CH:7][C:2]=3[Cl:1])[CH3:9])=[O:29])=[CH:19][CH:20]=2)[C:32]=1[C:31]([F:30])([F:42])[F:43])=[O:38])[CH3:41]. The catalyst class is: 1.